Task: Predict the reaction yield, written as a fraction of the theoretical maximum amount of product (1.0 means a 100% yield; for example, 0.34 means a 34% yield).. Dataset: Reaction yield outcomes from USPTO patents with 853,638 reactions (1) The reactants are [CH3:1][O:2][C:3]1[CH:11]=[C:10]2[C:6]([CH2:7][N:8]([C:13]3[CH:14]=[C:15]4[C:20](=[CH:21][CH:22]=3)[N:19]=[CH:18][CH:17]=[CH:16]4)[C:9]2=[O:12])=[CH:5][CH:4]=1.ClC1C=C(C=CC=1)C(OO)=[O:28]. The catalyst is C(Cl)(Cl)Cl. The product is [CH3:1][O:2][C:3]1[CH:11]=[C:10]2[C:6]([CH2:7][N:8]([C:13]3[CH:14]=[C:15]4[C:20](=[CH:21][CH:22]=3)[N+:19]([O-:28])=[CH:18][CH:17]=[CH:16]4)[C:9]2=[O:12])=[CH:5][CH:4]=1. The yield is 0.470. (2) The reactants are [N:1]1([CH2:7][C:8]2[CH:22]=[CH:21][C:11]3[NH:12][C:13]([C:15]4[C:19]([NH2:20])=[CH:18][NH:17][N:16]=4)=[N:14][C:10]=3[CH:9]=2)[CH2:6][CH2:5][O:4][CH2:3][CH2:2]1.C1N=CN([C:28]([N:30]2C=NC=C2)=[O:29])C=1.[F:35][C:36]1[CH:43]=[CH:42][CH:41]=[C:40]([F:44])[C:37]=1[CH2:38]N. The catalyst is C1COCC1. The product is [F:35][C:36]1[CH:43]=[CH:42][CH:41]=[C:40]([F:44])[C:37]=1[CH2:38][N:20]([C:19]1[C:15]([C:13]2[NH:12][C:11]3[CH:21]=[CH:22][C:8]([CH2:7][N:1]4[CH2:6][CH2:5][O:4][CH2:3][CH2:2]4)=[CH:9][C:10]=3[N:14]=2)=[N:16][NH:17][CH:18]=1)[C:28]([NH2:30])=[O:29]. The yield is 0.190. (3) The reactants are [F:1][C:2]1[CH:7]=[C:6]([F:8])[CH:5]=[CH:4][C:3]=1[C:9]1([C:12]([F:32])([F:31])[C:13]2[N:18]=[CH:17][C:16]([CH:19]([C:21]3[CH:26]=[CH:25][C:24]([C:27]([F:30])([F:29])[F:28])=[CH:23][CH:22]=3)[OH:20])=[CH:15][CH:14]=2)[CH2:11][O:10]1.[NH:33]1[CH:37]=[N:36][N:35]=[N:34]1.C([O-])([O-])=O.[K+].[K+]. The catalyst is CN(C=O)C. The product is [F:1][C:2]1[CH:7]=[C:6]([F:8])[CH:5]=[CH:4][C:3]=1[C:9]([OH:10])([CH2:11][N:33]1[CH:37]=[N:36][N:35]=[N:34]1)[C:12]([F:31])([F:32])[C:13]1[CH:14]=[CH:15][C:16]([CH:19]([OH:20])[C:21]2[CH:26]=[CH:25][C:24]([C:27]([F:28])([F:30])[F:29])=[CH:23][CH:22]=2)=[CH:17][N:18]=1. The yield is 0.430. (4) The reactants are [O:1]1[C:5]2[CH:6]=[C:7]([C:10]3([C:13]([OH:15])=[O:14])[CH2:12][CH2:11]3)[CH:8]=[CH:9][C:4]=2[CH:3]=[CH:2]1. The catalyst is CO.O=[Pt]=O. The product is [O:1]1[C:5]2[CH:6]=[C:7]([C:10]3([C:13]([OH:15])=[O:14])[CH2:12][CH2:11]3)[CH:8]=[CH:9][C:4]=2[CH2:3][CH2:2]1. The yield is 0.420. (5) The reactants are Cl[C:2]1[C:3]2[C:4]3[C:9]([S:10][C:11]=2[N:12]=[CH:13][N:14]=1)=[CH:8][CH:7]=[C:6]([CH2:15][C:16]([O:18][CH2:19][CH3:20])=[O:17])[CH:5]=3.C(=O)([O-])[O-].[K+].[K+].[N:27]1([C@H:33]2[CH2:38][CH2:37][C@H:36]([NH2:39])[CH2:35][CH2:34]2)[CH2:32][CH2:31][O:30][CH2:29][CH2:28]1. The catalyst is CC#N. The product is [O:30]1[CH2:29][CH2:28][N:27]([C@H:33]2[CH2:34][CH2:35][C@H:36]([NH:39][C:2]3[C:3]4[C:4]5[CH:5]=[C:6]([CH2:15][C:16]([O:18][CH2:19][CH3:20])=[O:17])[CH:7]=[CH:8][C:9]=5[S:10][C:11]=4[N:12]=[CH:13][N:14]=3)[CH2:37][CH2:38]2)[CH2:32][CH2:31]1. The yield is 0.400.